From a dataset of Reaction yield outcomes from USPTO patents with 853,638 reactions. Predict the reaction yield, written as a fraction of the theoretical maximum amount of product (1.0 means a 100% yield; for example, 0.34 means a 34% yield). The reactants are [CH3:1][N:2]([CH2:14][CH2:15][N:16]1[CH2:21][CH2:20][O:19][CH2:18][CH2:17]1)[C:3]([C:5]1[CH:6]=[C:7]([CH:11]=[CH:12][CH:13]=1)[C:8](O)=[O:9])=[O:4].C(Cl)(=O)C([Cl:25])=O. The catalyst is ClCCl.CN(C)C=O. The product is [CH3:1][N:2]([CH2:14][CH2:15][N:16]1[CH2:21][CH2:20][O:19][CH2:18][CH2:17]1)[C:3]([C:5]1[CH:6]=[C:7]([CH:11]=[CH:12][CH:13]=1)[C:8]([Cl:25])=[O:9])=[O:4]. The yield is 0.870.